This data is from Reaction yield outcomes from USPTO patents with 853,638 reactions. The task is: Predict the reaction yield, written as a fraction of the theoretical maximum amount of product (1.0 means a 100% yield; for example, 0.34 means a 34% yield). (1) The reactants are [Si:1](Cl)([C:4]([CH3:7])([CH3:6])[CH3:5])([CH3:3])[CH3:2].[CH2:9]([OH:13])[C@H:10]([OH:12])[CH3:11].C(N(C(C)C)CC)(C)C. The yield is 0.800. The product is [Si:1]([O:13][CH2:9][C@H:10]([OH:12])[CH3:11])([C:4]([CH3:7])([CH3:6])[CH3:5])([CH3:3])[CH3:2]. The catalyst is C(Cl)Cl.C(OCC)C.O. (2) The reactants are [C:1]([O:5][C:6]([N:8]1[CH2:12][CH2:11][CH2:10][CH:9]1[C:13]1[NH:14][C:15]([C:18]2[CH:23]=[CH:22][C:21](B3OC(C)(C)C(C)(C)O3)=[CH:20][CH:19]=2)=[CH:16][N:17]=1)=[O:7])([CH3:4])([CH3:3])[CH3:2].[F:33][C:34]([F:58])([F:57])[S:35]([O:38][C:39]1[CH:48]=[CH:47][CH:46]=[C:45]2[C:40]=1[CH:41]=[CH:42][CH:43]=[C:44]2OS(C(F)(F)F)(=O)=O)(=[O:37])=[O:36].C(=O)([O-])[O-].[K+].[K+]. The yield is 0.800. The product is [C:1]([O:5][C:6]([N:8]1[CH2:12][CH2:11][CH2:10][CH:9]1[C:13]1[NH:14][C:15]([C:18]2[CH:19]=[CH:20][C:21]([C:44]3[C:45]4[C:40](=[C:39]([O:38][S:35]([C:34]([F:58])([F:33])[F:57])(=[O:36])=[O:37])[CH:48]=[CH:47][CH:46]=4)[CH:41]=[CH:42][CH:43]=3)=[CH:22][CH:23]=2)=[CH:16][N:17]=1)=[O:7])([CH3:4])([CH3:2])[CH3:3]. The catalyst is C1(C)C=CC=CC=1.C1C=CC([P]([Pd]([P](C2C=CC=CC=2)(C2C=CC=CC=2)C2C=CC=CC=2)([P](C2C=CC=CC=2)(C2C=CC=CC=2)C2C=CC=CC=2)[P](C2C=CC=CC=2)(C2C=CC=CC=2)C2C=CC=CC=2)(C2C=CC=CC=2)C2C=CC=CC=2)=CC=1. (3) The reactants are [CH3:1][C:2]1[C:6]([C:7]([NH2:9])=[O:8])=[C:5]([NH:10][C:11](=O)[CH2:12][CH:13]([CH3:15])[CH3:14])[S:4][N:3]=1. The yield is 0.380. The product is [CH2:12]([C:11]1[NH:9][C:7](=[O:8])[C:6]2[C:2]([CH3:1])=[N:3][S:4][C:5]=2[N:10]=1)[CH:13]([CH3:15])[CH3:14]. The catalyst is N.